This data is from NCI-60 drug combinations with 297,098 pairs across 59 cell lines. The task is: Regression. Given two drug SMILES strings and cell line genomic features, predict the synergy score measuring deviation from expected non-interaction effect. (1) Drug 1: C1CCC(CC1)NC(=O)N(CCCl)N=O. Drug 2: CN(CCCl)CCCl.Cl. Cell line: HOP-62. Synergy scores: CSS=35.2, Synergy_ZIP=3.47, Synergy_Bliss=9.78, Synergy_Loewe=5.68, Synergy_HSA=8.34. (2) Drug 1: CN(C)N=NC1=C(NC=N1)C(=O)N. Cell line: NCIH23. Drug 2: CC(C1=C(C=CC(=C1Cl)F)Cl)OC2=C(N=CC(=C2)C3=CN(N=C3)C4CCNCC4)N. Synergy scores: CSS=8.82, Synergy_ZIP=-5.02, Synergy_Bliss=-5.15, Synergy_Loewe=-13.2, Synergy_HSA=-5.21.